From a dataset of NCI-60 drug combinations with 297,098 pairs across 59 cell lines. Regression. Given two drug SMILES strings and cell line genomic features, predict the synergy score measuring deviation from expected non-interaction effect. (1) Drug 1: CNC(=O)C1=CC=CC=C1SC2=CC3=C(C=C2)C(=NN3)C=CC4=CC=CC=N4. Drug 2: CN1CCC(CC1)COC2=C(C=C3C(=C2)N=CN=C3NC4=C(C=C(C=C4)Br)F)OC. Cell line: MDA-MB-435. Synergy scores: CSS=9.30, Synergy_ZIP=0.975, Synergy_Bliss=8.28, Synergy_Loewe=3.42, Synergy_HSA=5.08. (2) Drug 1: C(=O)(N)NO. Drug 2: CCCCC(=O)OCC(=O)C1(CC(C2=C(C1)C(=C3C(=C2O)C(=O)C4=C(C3=O)C=CC=C4OC)O)OC5CC(C(C(O5)C)O)NC(=O)C(F)(F)F)O. Cell line: COLO 205. Synergy scores: CSS=31.8, Synergy_ZIP=0.0897, Synergy_Bliss=-2.77, Synergy_Loewe=-14.4, Synergy_HSA=-2.74. (3) Drug 1: CN(C)C1=NC(=NC(=N1)N(C)C)N(C)C. Drug 2: COCCOC1=C(C=C2C(=C1)C(=NC=N2)NC3=CC=CC(=C3)C#C)OCCOC.Cl. Cell line: RPMI-8226. Synergy scores: CSS=-2.89, Synergy_ZIP=4.66, Synergy_Bliss=4.33, Synergy_Loewe=-6.46, Synergy_HSA=-5.33. (4) Drug 1: CNC(=O)C1=NC=CC(=C1)OC2=CC=C(C=C2)NC(=O)NC3=CC(=C(C=C3)Cl)C(F)(F)F. Drug 2: C(CCl)NC(=O)N(CCCl)N=O. Cell line: SK-MEL-5. Synergy scores: CSS=3.73, Synergy_ZIP=-1.86, Synergy_Bliss=1.99, Synergy_Loewe=0.448, Synergy_HSA=1.23. (5) Drug 1: CC1=C2C(C(=O)C3(C(CC4C(C3C(C(C2(C)C)(CC1OC(=O)C(C(C5=CC=CC=C5)NC(=O)OC(C)(C)C)O)O)OC(=O)C6=CC=CC=C6)(CO4)OC(=O)C)OC)C)OC. Drug 2: C1=CC=C(C(=C1)C(C2=CC=C(C=C2)Cl)C(Cl)Cl)Cl. Cell line: T-47D. Synergy scores: CSS=28.5, Synergy_ZIP=1.54, Synergy_Bliss=0.351, Synergy_Loewe=-0.741, Synergy_HSA=1.09.